The task is: Predict the product of the given reaction.. This data is from Forward reaction prediction with 1.9M reactions from USPTO patents (1976-2016). (1) The product is: [F:12][C:4]1[CH:3]=[C:2]([B:16]2[O:20][C:19]([CH3:22])([CH3:21])[C:18]([CH3:24])([CH3:23])[O:17]2)[CH:7]=[CH:6][C:5]=1[S:8]([CH3:11])(=[O:10])=[O:9]. Given the reactants Br[C:2]1[CH:7]=[CH:6][C:5]([S:8]([CH3:11])(=[O:10])=[O:9])=[C:4]([F:12])[CH:3]=1.ClCCl.[B:16]1([B:16]2[O:20][C:19]([CH3:22])([CH3:21])[C:18]([CH3:24])([CH3:23])[O:17]2)[O:20][C:19]([CH3:22])([CH3:21])[C:18]([CH3:24])([CH3:23])[O:17]1.C([O-])(=O)C.[K+], predict the reaction product. (2) Given the reactants Cl.[CH3:2][O:3][C:4](=[O:17])[C@@H:5]([CH2:7][C:8]1[C:16]2[C:11](=[CH:12][CH:13]=[CH:14][CH:15]=2)[NH:10][CH:9]=1)[NH2:6].C(N(CC)CC)C.[C:25](Cl)(=[O:35])[C:26]1[CH:34]=[CH:33][C:32]2[O:31][CH2:30][O:29][C:28]=2[CH:27]=1, predict the reaction product. The product is: [CH3:2][O:3][C:4](=[O:17])[C@H:5]([CH2:7][C:8]1[C:16]2[C:11](=[CH:12][CH:13]=[CH:14][CH:15]=2)[NH:10][CH:9]=1)[NH:6][C:25]([C:26]1[CH:34]=[CH:33][C:32]2[O:31][CH2:30][O:29][C:28]=2[CH:27]=1)=[O:35]. (3) Given the reactants C(OC([N:8]1[CH2:13][CH2:12][N:11]([CH2:14][C:15]2[C:16]([C:37]3[CH:42]=[CH:41][CH:40]=[CH:39][CH:38]=3)=[N:17][C:18]3[C:23]([C:24]=2[C:25](=[O:35])[NH:26][CH:27]([CH:29]2[CH2:34][CH2:33][CH2:32][CH2:31][CH2:30]2)[CH3:28])=[CH:22][C:21]([F:36])=[CH:20][CH:19]=3)[C:10](=[O:43])[CH2:9]1)=O)(C)(C)C, predict the reaction product. The product is: [CH:29]1([C@@H:27]([NH:26][C:25]([C:24]2[C:23]3[C:18](=[CH:19][CH:20]=[C:21]([F:36])[CH:22]=3)[N:17]=[C:16]([C:37]3[CH:38]=[CH:39][CH:40]=[CH:41][CH:42]=3)[C:15]=2[CH2:14][N:11]2[CH2:12][CH2:13][NH:8][CH2:9][C:10]2=[O:43])=[O:35])[CH3:28])[CH2:34][CH2:33][CH2:32][CH2:31][CH2:30]1.